Predict which catalyst facilitates the given reaction. From a dataset of Catalyst prediction with 721,799 reactions and 888 catalyst types from USPTO. (1) Reactant: ClC1C=C(C=CC=1)C(OO)=[O:6].[CH3:12][O:13][C:14](=[O:34])[C:15]1[CH:20]=[CH:19][CH:18]=[C:17]([CH2:21][N:22]2[C:27](=[O:28])[CH:26]=[CH:25][C:24]([O:29][CH2:30][CH2:31][CH:32]=[CH2:33])=[N:23]2)[CH:16]=1. Product: [CH3:12][O:13][C:14](=[O:34])[C:15]1[CH:20]=[CH:19][CH:18]=[C:17]([CH2:21][N:22]2[C:27](=[O:28])[CH:26]=[CH:25][C:24]([O:29][CH2:30][CH2:31][CH:32]3[CH2:33][O:6]3)=[N:23]2)[CH:16]=1. The catalyst class is: 2. (2) Product: [CH:18]([CH:8]1[C:7](=[O:21])[N:6]([CH2:5][CH2:4][C:3]([OH:22])=[O:2])[C:11]2[CH:12]=[C:13]([CH3:17])[CH:14]=[C:15]([CH3:16])[C:10]=2[O:9]1)([CH3:20])[CH3:19]. The catalyst class is: 5. Reactant: C[O:2][C:3](=[O:22])[CH2:4][CH2:5][N:6]1[C:11]2[CH:12]=[C:13]([CH3:17])[CH:14]=[C:15]([CH3:16])[C:10]=2[O:9][CH:8]([CH:18]([CH3:20])[CH3:19])[C:7]1=[O:21].[OH-].[Na+].